Dataset: Peptide-MHC class I binding affinity with 185,985 pairs from IEDB/IMGT. Task: Regression. Given a peptide amino acid sequence and an MHC pseudo amino acid sequence, predict their binding affinity value. This is MHC class I binding data. The peptide sequence is IELPEKDSW. The MHC is HLA-A02:06 with pseudo-sequence HLA-A02:06. The binding affinity (normalized) is 0.